From a dataset of Full USPTO retrosynthesis dataset with 1.9M reactions from patents (1976-2016). Predict the reactants needed to synthesize the given product. The reactants are: C(OC(=O)C)(=O)C.[C:8]([O:12][C:13](=[O:39])[NH:14][C@H:15]1[CH2:20][CH2:19][C@H:18]([CH:21]([CH:37]=[O:38])[CH:22]([C:24]2[C:33]3[C:28](=[CH:29][CH:30]=[C:31]([O:34][CH3:35])[N:32]=3)[N:27]=[CH:26][C:25]=2[Cl:36])O)[CH2:17][CH2:16]1)([CH3:11])([CH3:10])[CH3:9]. Given the product [C:8]([O:12][C:13](=[O:39])[NH:14][C@H:15]1[CH2:20][CH2:19][C@H:18]([C:21]([CH:37]=[O:38])=[CH:22][C:24]2[C:33]3[C:28](=[CH:29][CH:30]=[C:31]([O:34][CH3:35])[N:32]=3)[N:27]=[CH:26][C:25]=2[Cl:36])[CH2:17][CH2:16]1)([CH3:11])([CH3:9])[CH3:10], predict the reactants needed to synthesize it.